Dataset: Full USPTO retrosynthesis dataset with 1.9M reactions from patents (1976-2016). Task: Predict the reactants needed to synthesize the given product. (1) Given the product [CH2:1]([NH:8][CH:9]([C:30](=[O:33])[NH2:31])[CH2:10][C@H:11]1[N:15]([C:16]([O:18][C:19]([CH3:20])([CH3:21])[CH3:22])=[O:17])[C@H:14]([C:23]([O:25][C:26]([CH3:29])([CH3:28])[CH3:27])=[O:24])[CH2:13][CH2:12]1)[C:2]1[CH:3]=[CH:4][CH:5]=[CH:6][CH:7]=1, predict the reactants needed to synthesize it. The reactants are: [CH2:1]([NH:8][CH:9]([C:30]#[N:31])[CH2:10][C@H:11]1[N:15]([C:16]([O:18][C:19]([CH3:22])([CH3:21])[CH3:20])=[O:17])[C@H:14]([C:23]([O:25][C:26]([CH3:29])([CH3:28])[CH3:27])=[O:24])[CH2:13][CH2:12]1)[C:2]1[CH:7]=[CH:6][CH:5]=[CH:4][CH:3]=1.C(=O)([O-])[O-:33].[K+].[K+].OO. (2) Given the product [Cl:1][C:2]1[CH:7]=[CH:6][CH:5]=[CH:4][C:3]=1[N:8]1[C:12]([O:13][C:14]2[CH:19]=[CH:18][CH:17]=[CH:16][C:15]=2[NH:20][C:21]([NH:23][C:24]2[CH:25]=[CH:26][C:27]([CH:30]3[CH2:35][CH2:34][N:33]([CH3:37])[CH2:32][CH2:31]3)=[CH:28][CH:29]=2)=[O:22])=[CH:11][C:10]([CH3:36])=[N:9]1, predict the reactants needed to synthesize it. The reactants are: [Cl:1][C:2]1[CH:7]=[CH:6][CH:5]=[CH:4][C:3]=1[N:8]1[C:12]([O:13][C:14]2[CH:19]=[CH:18][CH:17]=[CH:16][C:15]=2[NH:20][C:21]([NH:23][C:24]2[CH:29]=[CH:28][C:27]([CH:30]3[CH2:35][CH2:34][NH:33][CH2:32][CH2:31]3)=[CH:26][CH:25]=2)=[O:22])=[CH:11][C:10]([CH3:36])=[N:9]1.[C:37](=O)([O-])[O-].[K+].[K+].IC.